Predict the product of the given reaction. From a dataset of Forward reaction prediction with 1.9M reactions from USPTO patents (1976-2016). (1) Given the reactants [CH2:1]([O:5][C:6]1[N:14]=[C:13]2[C:9]([N:10]=[C:11]([O:24]C)[N:12]2[CH2:15][CH2:16][CH2:17][CH:18]2[CH2:23][CH2:22][CH2:21][CH2:20][NH:19]2)=[C:8]([NH2:26])[N:7]=1)[CH2:2][CH2:3][CH3:4].I[CH2:28][CH2:29][CH2:30][CH3:31], predict the reaction product. The product is: [NH2:26][C:8]1[N:7]=[C:6]([O:5][CH2:1][CH2:2][CH2:3][CH3:4])[N:14]=[C:13]2[C:9]=1[NH:10][C:11](=[O:24])[N:12]2[CH2:15][CH2:16][CH2:17][CH:18]1[CH2:23][CH2:22][CH2:21][CH2:20][N:19]1[CH2:28][CH2:29][CH2:30][CH3:31]. (2) Given the reactants [NH2:1][C:2]1[C:3]([F:32])=[C:4]([CH:29]=[CH:30][CH:31]=1)[C:5]([NH:7][C:8]1[C:13]([C:14]([F:17])([F:16])[F:15])=[CH:12][C:11]([C:18]([F:27])([C:23]([F:26])([F:25])[F:24])[C:19]([F:22])([F:21])[F:20])=[CH:10][C:9]=1[Br:28])=[O:6].S(=O)(=O)(O)O.[CH2:38]=O.[OH-].[Na+], predict the reaction product. The product is: [Br:28][C:9]1[CH:10]=[C:11]([C:18]([F:27])([C:19]([F:20])([F:21])[F:22])[C:23]([F:24])([F:25])[F:26])[CH:12]=[C:13]([C:14]([F:16])([F:17])[F:15])[C:8]=1[NH:7][C:5](=[O:6])[C:4]1[CH:29]=[CH:30][CH:31]=[C:2]([NH:1][CH3:38])[C:3]=1[F:32].